Dataset: Full USPTO retrosynthesis dataset with 1.9M reactions from patents (1976-2016). Task: Predict the reactants needed to synthesize the given product. (1) Given the product [C:11]([O:7][C:5]1[CH2:4][C:2](=[O:3])[O:1][C:8](=[O:9])[CH:10]=1)(=[O:13])[CH3:12], predict the reactants needed to synthesize it. The reactants are: [CH2:1]([C:8]([OH:10])=[O:9])[C:2]([CH2:4][C:5]([OH:7])=O)=[O:3].[C:11](OC(=O)C)(=[O:13])[CH3:12]. (2) Given the product [CH3:11][N:3]1[C:7]([C:8](=[O:10])[CH3:9])=[CH:6][CH:5]=[N:4]1, predict the reactants needed to synthesize it. The reactants are: IC.[NH:3]1[C:7]([C:8](=[O:10])[CH3:9])=[CH:6][CH:5]=[N:4]1.[C:11](=O)([O-])[O-].[K+].[K+].O. (3) Given the product [CH3:1][O:2][C:3](=[O:16])[C:4]1[CH:9]=[CH:8][C:7]([CH2:10][CH2:11][OH:12])=[N:6][C:5]=1[NH2:15], predict the reactants needed to synthesize it. The reactants are: [CH3:1][O:2][C:3](=[O:16])[C:4]1[CH:9]=[CH:8][C:7]([CH:10]=[CH:11][O:12]CC)=[N:6][C:5]=1[NH2:15].C(=O)(O)[O-].[Na+].[BH4-].[Na+].C(OCC)(=O)C. (4) Given the product [C:1]([CH2:3][CH2:4][CH:5]([C:13]([NH:15][S:16](/[CH:19]=[CH:20]/[C:21]1[CH:26]=[CH:25][CH:24]=[CH:23][CH:22]=1)(=[O:17])=[O:18])=[O:14])[C:6]([N:8]([CH2:9][CH3:10])[C:11]1[CH:32]=[CH:31][CH:30]=[CH:35][CH:12]=1)=[O:7])#[N:2], predict the reactants needed to synthesize it. The reactants are: [C:1]([CH2:3][CH2:4][CH:5]([C:13]([NH:15][S:16](/[CH:19]=[CH:20]/[C:21]1[CH:26]=[CH:25][CH:24]=[CH:23][CH:22]=1)(=[O:18])=[O:17])=[O:14])[C:6]([N:8]([CH2:11][CH3:12])[CH2:9][CH3:10])=[O:7])#[N:2].C(N[C:30]1[CH:35]=CC=[CH:32][CH:31]=1)C. (5) Given the product [CH3:31][O:32][C:33]([C:35]1[N:36]([CH3:41])[CH:37]=[C:38]([NH:40][C:15]([C:10]2[C:9]([C:6]3[CH:5]=[CH:4][C:3]([C:2]([F:1])([F:19])[F:18])=[CH:8][CH:7]=3)=[CH:14][CH:13]=[CH:12][CH:11]=2)=[O:17])[CH:39]=1)=[O:34], predict the reactants needed to synthesize it. The reactants are: [F:1][C:2]([F:19])([F:18])[C:3]1[CH:8]=[CH:7][C:6]([C:9]2[C:10]([C:15]([OH:17])=O)=[CH:11][CH:12]=[CH:13][CH:14]=2)=[CH:5][CH:4]=1.C(Cl)(=O)C(Cl)=O.CN(C=O)C.[CH3:31][O:32][C:33]([C:35]1[N:36]([CH3:41])[CH:37]=[C:38]([NH2:40])[CH:39]=1)=[O:34]. (6) The reactants are: [OH:1][C@@H:2]([C@H:4]1[C:36](=[O:37])[N:6]2[C:7]([C:23]([O:25][CH2:26][C:27]3[CH:32]=[CH:31][C:30]([N+:33]([O-:35])=[O:34])=[CH:29][CH:28]=3)=[O:24])=[C:8]([C:11]3[S:15][C:14]4=[C:16]([S:19][CH2:20][CH2:21][CH3:22])[N:17]=[CH:18][N:13]4[CH:12]=3)[C@H:9]([CH3:10])[C@H:5]12)[CH3:3].[F:38][C:39]([F:46])([F:45])[S:40]([O:43]C)(=[O:42])=[O:41]. Given the product [F:38][C:39]([F:46])([F:45])[S:40]([O-:43])(=[O:42])=[O:41].[OH:1][C@@H:2]([C@H:4]1[C:36](=[O:37])[N:6]2[C:7]([C:23]([O:25][CH2:26][C:27]3[CH:28]=[CH:29][C:30]([N+:33]([O-:35])=[O:34])=[CH:31][CH:32]=3)=[O:24])=[C:8]([C:11]3[S:15][C:14]4=[C:16]([S:19][CH2:20][CH2:21][CH3:22])[N:17]([CH3:39])[CH:18]=[N+:13]4[CH:12]=3)[C@H:9]([CH3:10])[C@H:5]12)[CH3:3], predict the reactants needed to synthesize it. (7) Given the product [C:3]12([C:9]([OH:11])=[O:10])[CH2:8][CH:6]([CH2:5][CH2:4]1)[CH2:7][CH2:2]2, predict the reactants needed to synthesize it. The reactants are: Br[CH:2]1[CH2:7][C@@H:6]2[CH2:8][C:3]1([C:9]([OH:11])=[O:10])[CH2:4][CH2:5]2. (8) The reactants are: [CH2:1]([C:3]1[N:16]([C@@H:17]2[C:25]3[C:20](=[CH:21][C:22]([C:26]4[CH:31]=[CH:30][CH:29]=[CH:28][C:27]=4[C:32]4[N:36]([C:37]([C:50]5[CH:55]=[CH:54][CH:53]=[CH:52][CH:51]=5)([C:44]5[CH:49]=[CH:48][CH:47]=[CH:46][CH:45]=5)[C:38]5[CH:43]=[CH:42][CH:41]=[CH:40][CH:39]=5)[N:35]=[N:34][N:33]=4)=[CH:23][CH:24]=3)[CH2:19][CH2:18]2)[C:6]2=[N:7][C:8]([CH2:12][C:13](=[O:15])[CH3:14])=[CH:9][C:10]([CH3:11])=[C:5]2[N:4]=1)[CH3:2].[BH4-].[Na+]. Given the product [CH2:1]([C:3]1[N:16]([C@@H:17]2[C:25]3[C:20](=[CH:21][C:22]([C:26]4[CH:31]=[CH:30][CH:29]=[CH:28][C:27]=4[C:32]4[N:36]([C:37]([C:44]5[CH:49]=[CH:48][CH:47]=[CH:46][CH:45]=5)([C:50]5[CH:51]=[CH:52][CH:53]=[CH:54][CH:55]=5)[C:38]5[CH:39]=[CH:40][CH:41]=[CH:42][CH:43]=5)[N:35]=[N:34][N:33]=4)=[CH:23][CH:24]=3)[CH2:19][CH2:18]2)[C:6]2=[N:7][C:8]([CH2:12][CH:13]([OH:15])[CH3:14])=[CH:9][C:10]([CH3:11])=[C:5]2[N:4]=1)[CH3:2], predict the reactants needed to synthesize it. (9) Given the product [N:19]([C:15]([C:12]1[CH:13]=[CH:14][C:9]([Br:8])=[CH:10][CH:11]=1)([CH3:17])[CH3:16])=[N+:20]=[N-:21], predict the reactants needed to synthesize it. The reactants are: C(O)(C(F)(F)F)=O.[Br:8][C:9]1[CH:14]=[CH:13][C:12]([C:15](O)([CH3:17])[CH3:16])=[CH:11][CH:10]=1.[N-:19]=[N+:20]=[N-:21].[Na+]. (10) Given the product [CH2:17]([N:13]1[CH2:14][CH2:15][CH2:16][C@H:11]([N:7]2[CH2:6][CH2:5][C@@:4]([C:24]3[CH:29]=[CH:28][C:27]([F:30])=[CH:26][CH:25]=3)([CH2:1][CH2:2][CH2:3][OH:35])[O:9][C:8]2=[O:10])[CH2:12]1)[C:18]1[CH:23]=[CH:22][CH:21]=[CH:20][CH:19]=1, predict the reactants needed to synthesize it. The reactants are: [CH2:1]([C@@:4]1([C:24]2[CH:29]=[CH:28][C:27]([F:30])=[CH:26][CH:25]=2)[O:9][C:8](=[O:10])[N:7]([C@H:11]2[CH2:16][CH2:15][CH2:14][N:13]([CH2:17][C:18]3[CH:23]=[CH:22][CH:21]=[CH:20][CH:19]=3)[CH2:12]2)[CH2:6][CH2:5]1)[CH:2]=[CH2:3].B.C1C[O:35]CC1.[OH-].[Na+].OO.Cl.